From a dataset of Forward reaction prediction with 1.9M reactions from USPTO patents (1976-2016). Predict the product of the given reaction. (1) Given the reactants [CH3:1][O:2][CH2:3][C:4](=O)[CH2:5][C:6]([O:8][CH3:9])=[O:7].[CH3:11]OC(OC)N(C)C.Cl.[F:20][C:21]([F:32])([F:31])[O:22][C:23]1[CH:28]=[CH:27][C:26]([NH:29][NH2:30])=[CH:25][CH:24]=1, predict the reaction product. The product is: [CH3:1][O:2][CH2:3][C:4]1[C:5]([C:6]([O:8][CH3:9])=[O:7])=[CH:11][N:29]([C:26]2[CH:25]=[CH:24][C:23]([O:22][C:21]([F:31])([F:32])[F:20])=[CH:28][CH:27]=2)[N:30]=1. (2) Given the reactants [CH3:1][C:2]1([CH3:27])[C:6]([CH3:8])([CH3:7])[O:5][B:4]([C:9]2[CH:14]=[C:13]([C:15]([F:18])([F:17])[F:16])[CH:12]=[CH:11][C:10]=2[O:19]CC2C=CC=CC=2)[O:3]1, predict the reaction product. The product is: [CH3:7][C:6]1([CH3:8])[C:2]([CH3:1])([CH3:27])[O:3][B:4]([C:9]2[CH:14]=[C:13]([C:15]([F:18])([F:16])[F:17])[CH:12]=[CH:11][C:10]=2[OH:19])[O:5]1. (3) The product is: [Br:1][C:2]1[CH:3]=[C:4]([C:9]2([CH2:16][F:24])[NH:14][C:13](=[O:15])[CH2:12][O:11][CH2:10]2)[C:5]([Cl:8])=[N:6][CH:7]=1. Given the reactants [Br:1][C:2]1[CH:3]=[C:4]([C:9]2([CH2:16]O)[NH:14][C:13](=[O:15])[CH2:12][O:11][CH2:10]2)[C:5]([Cl:8])=[N:6][CH:7]=1.CCN(S(F)(F)[F:24])CC.C([O-])([O-])=O.[Na+].[Na+], predict the reaction product.